Dataset: Forward reaction prediction with 1.9M reactions from USPTO patents (1976-2016). Task: Predict the product of the given reaction. (1) Given the reactants [CH2:1]([O:3][C:4]1[CH:5]=[C:6]([CH:12]([N:17]2[C:25](=[O:26])[C:24]3[C:19](=[CH:20][CH:21]=[CH:22][C:23]=3[NH:27][C:28](=[O:30])[CH3:29])[CH2:18]2)[CH2:13][CH2:14][NH:15][OH:16])[CH:7]=[CH:8][C:9]=1[O:10][CH3:11])[CH3:2].[CH:31](OCC(F)(F)F)=[O:32], predict the reaction product. The product is: [CH2:1]([O:3][C:4]1[CH:5]=[C:6]([C@H:12]([N:17]2[C:25](=[O:26])[C:24]3[C:19](=[CH:20][CH:21]=[CH:22][C:23]=3[NH:27][C:28](=[O:30])[CH3:29])[CH2:18]2)[CH2:13][CH2:14][N:15]([CH:31]=[O:32])[OH:16])[CH:7]=[CH:8][C:9]=1[O:10][CH3:11])[CH3:2]. (2) Given the reactants [Cl:1][C:2]1[CH:7]=[CH:6][C:5]([C:8]2[C:9]([NH:35][NH:36][C:37](=O)[CH2:38][O:39][CH3:40])=[N:10][N:11]([CH2:23][C:24]3[C:25]([CH3:34])=[N:26][C:27]([C:30]([F:33])([F:32])[F:31])=[CH:28][CH:29]=3)[C:12](=[O:22])[C:13]=2[C:14]2[CH:19]=[CH:18][C:17]([C:20]#[N:21])=[CH:16][CH:15]=2)=[CH:4][CH:3]=1.O=P(Cl)(Cl)Cl, predict the reaction product. The product is: [Cl:1][C:2]1[CH:7]=[CH:6][C:5]([C:8]2[C:9]3[N:10]([C:37]([CH2:38][O:39][CH3:40])=[N:36][N:35]=3)[N:11]([CH2:23][C:24]3[C:25]([CH3:34])=[N:26][C:27]([C:30]([F:31])([F:32])[F:33])=[CH:28][CH:29]=3)[C:12](=[O:22])[C:13]=2[C:14]2[CH:19]=[CH:18][C:17]([C:20]#[N:21])=[CH:16][CH:15]=2)=[CH:4][CH:3]=1. (3) Given the reactants [CH2:1]([O:8][C@@:9]1([C:36]([F:39])([F:38])[F:37])[CH2:33][C@H:13]2[CH2:14][CH2:15][CH2:16][C:17]3[C:18](=[CH:19][C:20]4[CH:21]=[N:22][N:23]([C:26]5[CH:31]=[CH:30][C:29]([F:32])=[CH:28][CH:27]=5)[C:24]=4[CH:25]=3)[C@:12]2([CH2:34][NH2:35])[CH2:11][CH2:10]1)[C:2]1[CH:7]=[CH:6][CH:5]=[CH:4][CH:3]=1.[CH3:40][S:41](Cl)(=[O:43])=[O:42], predict the reaction product. The product is: [CH2:1]([O:8][C@@:9]1([C:36]([F:38])([F:39])[F:37])[CH2:33][C@H:13]2[CH2:14][CH2:15][CH2:16][C:17]3[C:18](=[CH:19][C:20]4[CH:21]=[N:22][N:23]([C:26]5[CH:27]=[CH:28][C:29]([F:32])=[CH:30][CH:31]=5)[C:24]=4[CH:25]=3)[C@:12]2([CH2:34][NH:35][S:41]([CH3:40])(=[O:43])=[O:42])[CH2:11][CH2:10]1)[C:2]1[CH:7]=[CH:6][CH:5]=[CH:4][CH:3]=1. (4) Given the reactants Cl.Cl.[CH:3]1([NH:8][C:9]2[N:14]=[C:13]([C:15]3[C:16]([C:25]4[CH:30]=[CH:29][C:28]([F:31])=[CH:27][CH:26]=4)=[N:17][N:18]4[CH:23]=[C:22]([NH2:24])[CH:21]=[CH:20][C:19]=34)[CH:12]=[CH:11][N:10]=2)[CH2:7][CH2:6][CH2:5][CH2:4]1.[CH3:32][C:33]([CH3:35])=O, predict the reaction product. The product is: [CH:3]1([NH:8][C:9]2[N:14]=[C:13]([C:15]3[C:16]([C:25]4[CH:26]=[CH:27][C:28]([F:31])=[CH:29][CH:30]=4)=[N:17][N:18]4[CH:23]=[C:22]([NH:24][CH:33]([CH3:35])[CH3:32])[CH:21]=[CH:20][C:19]=34)[CH:12]=[CH:11][N:10]=2)[CH2:7][CH2:6][CH2:5][CH2:4]1. (5) Given the reactants S(=O)(O)O.[CH:5](=O)[C:6]1[CH:11]=[CH:10][CH:9]=[CH:8][CH:7]=1.[NH:13]1[CH2:18][CH2:17][O:16][CH2:15][CH2:14]1.[BH-](OC(C)=O)(OC(C)=O)OC(C)=O.[Na+], predict the reaction product. The product is: [CH2:5]([N:13]1[CH2:18][CH2:17][O:16][CH2:15][CH2:14]1)[C:6]1[CH:11]=[CH:10][CH:9]=[CH:8][CH:7]=1. (6) The product is: [CH3:1][O:2][C:3]1[C:12]2[N:11]([CH2:20][CH3:21])[C:10](=[O:13])[CH2:9][CH2:8][C:7]=2[C:6]([CH:14]=[O:15])=[CH:5][CH:4]=1. Given the reactants [CH3:1][O:2][C:3]1[C:12]2[NH:11][C:10](=[O:13])[CH2:9][CH2:8][C:7]=2[C:6]([CH:14]=[O:15])=[CH:5][CH:4]=1.[H-].[Na+].[H][H].[CH2:20](I)[CH3:21].Cl, predict the reaction product. (7) Given the reactants [NH2:1][C:2]1[C:3]([CH3:12])=[N:4][C:5]2[C:10]([CH:11]=1)=[CH:9][CH:8]=[CH:7][CH:6]=2.[CH3:13][CH:14]([CH3:33])[CH2:15][CH:16]([C:22]1[CH:32]=[CH:31][C:25]([C:26]([O:28][CH2:29][CH3:30])=[O:27])=[CH:24][CH:23]=1)OS(C)(=O)=O.C(=O)([O-])[O-].[K+].[K+].[Cl-].[Na+], predict the reaction product. The product is: [CH3:33][CH:14]([CH3:13])[CH2:15][CH:16]([C:22]1[CH:23]=[CH:24][C:25]([C:26]([O:28][CH2:29][CH3:30])=[O:27])=[CH:31][CH:32]=1)[NH:1][C:2]1[C:3]([CH3:12])=[N:4][C:5]2[C:10]([CH:11]=1)=[CH:9][CH:8]=[CH:7][CH:6]=2.